This data is from Forward reaction prediction with 1.9M reactions from USPTO patents (1976-2016). The task is: Predict the product of the given reaction. Given the reactants C(N(CC)C(C)C)(C)C.[Br:10][C:11]1[CH:19]=[CH:18][C:17]([Cl:20])=[CH:16][C:12]=1[C:13](O)=[O:14].[CH3:21][NH:22][O:23][CH3:24].Cl.F[P-](F)(F)(F)(F)F.N1(OC(N(C)C)=[N+](C)C)C2N=CC=CC=2N=N1, predict the reaction product. The product is: [Br:10][C:11]1[CH:19]=[CH:18][C:17]([Cl:20])=[CH:16][C:12]=1[C:13]([N:22]([O:23][CH3:24])[CH3:21])=[O:14].